This data is from Forward reaction prediction with 1.9M reactions from USPTO patents (1976-2016). The task is: Predict the product of the given reaction. Given the reactants [F:1][C:2]1[CH:3]=[CH:4][C:5]2[N:6]([C:8]([CH3:12])=[C:9]([NH2:11])[N:10]=2)[CH:7]=1.C(N(CC)C(C)C)(C)C.[F:22][C:23]([F:29])([F:28])[CH2:24][C:25](Cl)=[O:26], predict the reaction product. The product is: [F:22][C:23]([F:29])([F:28])[CH2:24][C:25]([NH:11][C:9]1[N:10]=[C:5]2[CH:4]=[CH:3][C:2]([F:1])=[CH:7][N:6]2[C:8]=1[CH3:12])=[O:26].